This data is from NCI-60 drug combinations with 297,098 pairs across 59 cell lines. The task is: Regression. Given two drug SMILES strings and cell line genomic features, predict the synergy score measuring deviation from expected non-interaction effect. Drug 1: CCC1(CC2CC(C3=C(CCN(C2)C1)C4=CC=CC=C4N3)(C5=C(C=C6C(=C5)C78CCN9C7C(C=CC9)(C(C(C8N6C=O)(C(=O)OC)O)OC(=O)C)CC)OC)C(=O)OC)O.OS(=O)(=O)O. Drug 2: C1=NC2=C(N=C(N=C2N1C3C(C(C(O3)CO)O)O)F)N. Cell line: NCI/ADR-RES. Synergy scores: CSS=26.7, Synergy_ZIP=0.178, Synergy_Bliss=-2.11, Synergy_Loewe=-1.81, Synergy_HSA=-2.95.